From a dataset of Reaction yield outcomes from USPTO patents with 853,638 reactions. Predict the reaction yield, written as a fraction of the theoretical maximum amount of product (1.0 means a 100% yield; for example, 0.34 means a 34% yield). (1) The product is [Cl:1][C:2]1[CH:3]=[CH:4][C:5]([C:11]2[CH:12]=[C:13]3[C:18](=[CH:19][CH:20]=2)[N:17]=[CH:16][CH:15]=[CH:14]3)=[C:6]([NH:35][C:49](=[O:44])[O:41][CH2:40][C:39]([Cl:43])([Cl:42])[Cl:38])[CH:10]=1. The reactants are [Cl:1][C:2]1[CH:3]=[CH:4][C:5]([C:11]2[CH:12]=[C:13]3[C:18](=[CH:19][CH:20]=2)[N:17]=[CH:16][CH:15]=[CH:14]3)=[C:6]([CH:10]=1)C(O)=O.C1C=CC(P([N:35]=[N+]=[N-])(C2C=CC=CC=2)=O)=CC=1.[Cl:38][C:39]([Cl:43])([Cl:42])[CH2:40][OH:41].[O:44]1[CH2:49]COCC1. The catalyst is [Cl-].[Na+].O. The yield is 0.820. (2) The reactants are [NH2:1][C:2]1[CH:3]=[C:4]([NH:9]C(=O)C)[CH:5]=[CH:6][C:7]=1[CH3:8].[Cl:13][C:14]1[N:19]=[CH:18][CH:17]=[CH:16][N:15]=1.O. The catalyst is CN(C=O)C. The product is [ClH:13].[CH3:8][C:7]1[C:2]([NH:1][C:14]2[N:19]=[CH:18][CH:17]=[CH:16][N:15]=2)=[CH:3][C:4]([NH2:9])=[CH:5][CH:6]=1. The yield is 0.750. (3) The reactants are Br[C:2]1[C:3]([OH:14])=[C:4]([CH:7]=[C:8]([C:10]([CH3:13])([CH3:12])[CH3:11])[CH:9]=1)[CH:5]=[O:6].C(=O)([O-])[O-].[K+].[K+].[F:21][C:22]([F:34])([F:33])[O:23][C:24]1[CH:29]=[CH:28][C:27](B(O)O)=[CH:26][CH:25]=1. The catalyst is COCCOC.O.C1C=CC([P]([Pd]([P](C2C=CC=CC=2)(C2C=CC=CC=2)C2C=CC=CC=2)([P](C2C=CC=CC=2)(C2C=CC=CC=2)C2C=CC=CC=2)[P](C2C=CC=CC=2)(C2C=CC=CC=2)C2C=CC=CC=2)(C2C=CC=CC=2)C2C=CC=CC=2)=CC=1. The product is [C:10]([C:8]1[CH:7]=[C:4]([CH:5]=[O:6])[C:3]([OH:14])=[C:2]([C:27]2[CH:26]=[CH:25][C:24]([O:23][C:22]([F:21])([F:33])[F:34])=[CH:29][CH:28]=2)[CH:9]=1)([CH3:13])([CH3:12])[CH3:11]. The yield is 0.850. (4) The product is [CH3:11][C:10]([C:12]1[CH:17]=[CH:16][CH:15]=[CH:14][CH:13]=1)([CH2:20][CH:21]=[C:22]([CH3:24])[CH3:23])[C:9]([O:8][CH2:1][C:2]1[CH:3]=[CH:4][CH:5]=[CH:6][CH:7]=1)=[O:18]. The catalyst is O1CCCC1. The reactants are [CH2:1]([O:8][C:9](=[O:18])[CH:10]([C:12]1[CH:17]=[CH:16][CH:15]=[CH:14][CH:13]=1)[CH3:11])[C:2]1[CH:7]=[CH:6][CH:5]=[CH:4][CH:3]=1.Br[CH2:20][CH:21]=[C:22]([CH3:24])[CH3:23].[I-].[Li+].C[Si](C)(C)[N-][Si](C)(C)C.[Li+]. The yield is 0.980. (5) The reactants are [F:1][C:2]1[CH:3]=[C:4]([NH2:21])[CH:5]=[CH:6][C:7]=1[O:8][C:9]1[C:18]2[C:13](=[CH:14][C:15]([O:19][CH3:20])=[CH:16][CH:17]=2)[N:12]=[CH:11][CH:10]=1.[CH3:22][C:23]1[CH:24]=[CH:25][C:26]2[N:27]([CH:36]=1)[C:28](=[O:35])[C:29]([C:32](O)=[O:33])=[CH:30][N:31]=2.CN(C(ON1N=NC2C=CC=NC1=2)=[N+](C)C)C.F[P-](F)(F)(F)(F)F. The catalyst is ClCCl.C([O-])(O)=O.[Na+]. The product is [F:1][C:2]1[CH:3]=[C:4]([NH:21][C:32]([C:29]2[C:28](=[O:35])[N:27]3[CH:36]=[C:23]([CH3:22])[CH:24]=[CH:25][C:26]3=[N:31][CH:30]=2)=[O:33])[CH:5]=[CH:6][C:7]=1[O:8][C:9]1[C:18]2[C:13](=[CH:14][C:15]([O:19][CH3:20])=[CH:16][CH:17]=2)[N:12]=[CH:11][CH:10]=1. The yield is 0.240. (6) The reactants are [CH3:1][S-:2].[Na+].CC(N(C)C)=O.[Br:10][C:11]1[C:12]([CH3:25])=[C:13]([CH3:24])[C:14]2[O:18][C:17]([CH2:20]I)([CH3:19])[CH2:16][C:15]=2[C:22]=1[CH3:23].O. The catalyst is C(OCC)(=O)C. The product is [Br:10][C:11]1[C:12]([CH3:25])=[C:13]([CH3:24])[C:14]2[O:18][C:17]([CH3:19])([CH2:20][S:2][CH3:1])[CH2:16][C:15]=2[C:22]=1[CH3:23]. The yield is 0.680.